Dataset: Catalyst prediction with 721,799 reactions and 888 catalyst types from USPTO. Task: Predict which catalyst facilitates the given reaction. Reactant: [CH3:1][O:2][C:3](=[O:11])[CH:4]=[C:5]1[CH2:10][CH2:9][O:8][CH2:7][CH2:6]1. Product: [CH3:1][O:2][C:3](=[O:11])[CH2:4][CH:5]1[CH2:6][CH2:7][O:8][CH2:9][CH2:10]1. The catalyst class is: 5.